From a dataset of Reaction yield outcomes from USPTO patents with 853,638 reactions. Predict the reaction yield, written as a fraction of the theoretical maximum amount of product (1.0 means a 100% yield; for example, 0.34 means a 34% yield). (1) The reactants are C([Si](C)(C)[O:6][CH2:7][CH2:8][N:9]1[CH2:31][C@@H:30]([CH3:32])[N:12]2[C:13]3[CH:14]=[CH:15][C:16]([O:20][CH:21]4[CH2:26][CH2:25][N:24]([CH:27]([CH3:29])[CH3:28])[CH2:23][CH2:22]4)=[CH:17][C:18]=3[CH:19]=[C:11]2[C:10]1=[O:33])(C)(C)C.[F-].C([N+](CCCC)(CCCC)CCCC)CCC.[OH-].[Na+]. The catalyst is ClCCl. The product is [OH:6][CH2:7][CH2:8][N:9]1[CH2:31][C@@H:30]([CH3:32])[N:12]2[C:13]3[CH:14]=[CH:15][C:16]([O:20][CH:21]4[CH2:22][CH2:23][N:24]([CH:27]([CH3:29])[CH3:28])[CH2:25][CH2:26]4)=[CH:17][C:18]=3[CH:19]=[C:11]2[C:10]1=[O:33]. The yield is 0.860. (2) The reactants are [F:1][C:2]1[CH:7]=[CH:6][C:5]([N:8]2[CH2:13][CH2:12][N:11]([C:14]([CH3:18])([CH3:17])[CH:15]=O)[CH2:10][CH2:9]2)=[CH:4][CH:3]=1.C1(P(C2C=CC=CC=2)(C2C=CC=CC=2)=[CH:26][C:27]#[N:28])C=CC=CC=1. The catalyst is ClCCl. The product is [F:1][C:2]1[CH:7]=[CH:6][C:5]([N:8]2[CH2:13][CH2:12][N:11]([C:14]([CH3:18])([CH3:17])/[CH:15]=[CH:26]/[C:27]#[N:28])[CH2:10][CH2:9]2)=[CH:4][CH:3]=1. The yield is 0.641. (3) The reactants are [O:1]=[S:2]1(=[O:49])[CH2:7][CH2:6][N:5]([CH2:8][CH2:9][NH:10][C@:11]23[CH2:45][CH2:44][C@@H:43]([C:46]([CH3:48])=[CH2:47])[C@@H:12]2[C@@H:13]2[C@@:26]([CH3:29])([CH2:27][CH2:28]3)[C@@:25]3([CH3:30])[C@@H:16]([C@:17]4([CH3:42])[C@@H:22]([CH2:23][CH2:24]3)[C:21]([CH3:32])([CH3:31])[C:20]([C:33]3[CH:41]=[CH:40][C:36]([C:37](Cl)=[O:38])=[CH:35][CH:34]=3)=[CH:19][CH2:18]4)[CH2:15][CH2:14]2)[CH2:4][CH2:3]1.[CH:50]1([S:53]([NH2:56])(=[O:55])=[O:54])[CH2:52][CH2:51]1.CCN(C(C)C)C(C)C. The catalyst is CN(C1C=CN=CC=1)C.ClCCl. The product is [CH:50]1([S:53]([NH:56][C:37](=[O:38])[C:36]2[CH:35]=[CH:34][C:33]([C:20]3[C:21]([CH3:32])([CH3:31])[C@H:22]4[C@:17]([CH3:42])([CH2:18][CH:19]=3)[C@@H:16]3[C@:25]([CH3:30])([C@@:26]5([CH3:29])[C@H:13]([CH2:14][CH2:15]3)[C@H:12]3[C@H:43]([C:46]([CH3:48])=[CH2:47])[CH2:44][CH2:45][C@:11]3([NH:10][CH2:9][CH2:8][N:5]3[CH2:6][CH2:7][S:2](=[O:1])(=[O:49])[CH2:3][CH2:4]3)[CH2:28][CH2:27]5)[CH2:24][CH2:23]4)=[CH:41][CH:40]=2)(=[O:55])=[O:54])[CH2:52][CH2:51]1. The yield is 0.110. (4) The reactants are [I:1][C:2]1[CH:7]=[C:6]([O:8][CH3:9])[C:5]([O:10]C(C)C)=[CH:4][C:3]=1[C:14](=[O:16])[CH3:15].[Al+3].[Cl-].[Cl-].[Cl-]. The catalyst is C(Cl)Cl. The product is [OH:10][C:5]1[C:6]([O:8][CH3:9])=[CH:7][C:2]([I:1])=[C:3]([C:14](=[O:16])[CH3:15])[CH:4]=1. The yield is 0.750. (5) The reactants are BrBr.[F:3][C:4]1[CH:5]=[C:6]([NH:10][C:11]([NH2:13])=[S:12])[CH:7]=[CH:8][CH:9]=1. The catalyst is C(Cl)Cl. The product is [NH2:13][C:11]1[S:12][C:7]2[CH:8]=[CH:9][C:4]([F:3])=[CH:5][C:6]=2[N:10]=1. The yield is 0.500. (6) The reactants are [NH:1]([C:21]([O:23][CH2:24][CH:25]1[C:37]2[C:32](=[CH:33][CH:34]=[CH:35][CH:36]=2)[C:31]2[C:26]1=[CH:27][CH:28]=[CH:29][CH:30]=2)=[O:22])[C@H:2]([C:18]([OH:20])=O)[CH2:3][C:4]1[CH:9]=[CH:8][C:7]([NH:10][C:11]([O:13][C:14]([CH3:17])([CH3:16])[CH3:15])=[O:12])=[CH:6][CH:5]=1.[NH2:38][C@H:39]([C:44]([O:46][CH3:47])=[O:45])[CH2:40][CH:41]([CH3:43])[CH3:42].CN(C(ON1N=NC2C=CC=CC1=2)=[N+](C)C)C.F[P-](F)(F)(F)(F)F.CCN(C(C)C)C(C)C. The catalyst is C(Cl)Cl.Cl.CC(C)=O. The product is [NH:1]([C:21]([O:23][CH2:24][CH:25]1[C:37]2[C:32](=[CH:33][CH:34]=[CH:35][CH:36]=2)[C:31]2[C:26]1=[CH:27][CH:28]=[CH:29][CH:30]=2)=[O:22])[C@H:2]([C:18]([NH:38][C@H:39]([C:44]([O:46][CH3:47])=[O:45])[CH2:40][CH:41]([CH3:43])[CH3:42])=[O:20])[CH2:3][C:4]1[CH:9]=[CH:8][C:7]([NH:10][C:11]([O:13][C:14]([CH3:15])([CH3:16])[CH3:17])=[O:12])=[CH:6][CH:5]=1. The yield is 0.700. (7) The reactants are [OH:1][C:2]1[CH:3]=[CH:4][C:5]([N+:11]([O-:13])=[O:12])=[C:6]([CH:10]=1)[C:7]([OH:9])=[O:8].S(Cl)(Cl)=O.[CH3:18]O. No catalyst specified. The product is [OH:1][C:2]1[CH:3]=[CH:4][C:5]([N+:11]([O-:13])=[O:12])=[C:6]([CH:10]=1)[C:7]([O:9][CH3:18])=[O:8]. The yield is 0.980. (8) The reactants are Cl[C:2]1[N:7]=[C:6]([NH:8][C:9]2[CH:14]=[CH:13][CH:12]=[CH:11][C:10]=2[NH:15][C:16](=[O:19])[CH:17]=[CH2:18])[C:5]([Cl:20])=[CH:4][N:3]=1.[NH2:21][C:22]1[C:39]([CH3:40])=[CH:38][C:25]([O:26][CH2:27][CH2:28][CH2:29][NH:30][C:31](=[O:37])[O:32][C:33]([CH3:36])([CH3:35])[CH3:34])=[C:24]([C:41](=[O:43])[NH2:42])[CH:23]=1.C(=O)([O-])[O-].[Na+].[Na+].CN(C1C(C2C(P(C3CCCCC3)C3CCCCC3)=CC=CC=2)=CC=CC=1)C. The catalyst is C(O)CCCC.C1C=CC(/C=C/C(/C=C/C2C=CC=CC=2)=O)=CC=1.C1C=CC(/C=C/C(/C=C/C2C=CC=CC=2)=O)=CC=1.C1C=CC(/C=C/C(/C=C/C2C=CC=CC=2)=O)=CC=1.[Pd].[Pd]. The product is [C:16]([NH:15][C:10]1[CH:11]=[CH:12][CH:13]=[CH:14][C:9]=1[NH:8][C:6]1[C:5]([Cl:20])=[CH:4][N:3]=[C:2]([NH:21][C:22]2[C:39]([CH3:40])=[CH:38][C:25]([O:26][CH2:27][CH2:28][CH2:29][NH:30][C:31](=[O:37])[O:32][C:33]([CH3:34])([CH3:35])[CH3:36])=[C:24]([C:41](=[O:43])[NH2:42])[CH:23]=2)[N:7]=1)(=[O:19])[CH:17]=[CH2:18]. The yield is 0.620.